From a dataset of Catalyst prediction with 721,799 reactions and 888 catalyst types from USPTO. Predict which catalyst facilitates the given reaction. (1) Reactant: [C:1]([O:5][C:6]([N:8]1[CH:17]([CH:18]2C[CH2:19]2)[CH2:16][C:11]2(OCC[O:12]2)[CH2:10][CH:9]1[CH2:21][C:22]1[CH:27]=[CH:26][CH:25]=[CH:24][CH:23]=1)=[O:7])([CH3:4])([CH3:3])[CH3:2].O.C1(C)C=CC(S(O)(=O)=[O:36])=CC=1.C([O-])(O)=O.[Na+]. Product: [C:1]([O:5][C:6]([N:8]1[CH:9]([CH:21]([OH:36])[C:22]2[CH:27]=[CH:26][CH:25]=[CH:24][CH:23]=2)[CH2:10][C:11](=[O:12])[CH2:16][CH:17]1[CH2:18][CH3:19])=[O:7])([CH3:4])([CH3:3])[CH3:2]. The catalyst class is: 21. (2) Reactant: [CH:1](NC(C)C)(C)C.C([Li])CCC.[O:13]([CH2:31][C@H:32]1[O:37][C:35](=[O:36])[CH2:34][CH2:33]1)[Si:14]([C:27]([CH3:30])([CH3:29])[CH3:28])([C:21]1[CH:26]=[CH:25][CH:24]=[CH:23][CH:22]=1)[C:15]1[CH:20]=[CH:19][CH:18]=[CH:17][CH:16]=1.IC. Product: [Si:14]([O:13][CH2:31][C@H:32]1[O:37][C:35](=[O:36])[C@H:34]([CH3:1])[CH2:33]1)([C:27]([CH3:30])([CH3:28])[CH3:29])([C:21]1[CH:26]=[CH:25][CH:24]=[CH:23][CH:22]=1)[C:15]1[CH:16]=[CH:17][CH:18]=[CH:19][CH:20]=1. The catalyst class is: 134. (3) Reactant: [OH:1][C:2]1[CH:9]=[CH:8][C:5]([CH:6]=[O:7])=[CH:4][CH:3]=1.C(=O)([O-])[O-].[K+].[K+].[C:16](Cl)(=[O:23])[C:17]1[CH:22]=[CH:21][CH:20]=[CH:19][CH:18]=1. The catalyst class is: 21. Product: [C:16]([O:1][C:2]1[CH:9]=[CH:8][C:5]([CH:6]=[O:7])=[CH:4][CH:3]=1)(=[O:23])[C:17]1[CH:22]=[CH:21][CH:20]=[CH:19][CH:18]=1. (4) Reactant: [CH3:1][C:2]1[CH:3]=[C:4]([CH:37]=[CH:38][CH:39]=1)[C:5]([N:7](C(=O)C1C=CC=C(C)C=1)[C:8]1[C:17]([C:18]#[N:19])=[C:16]([NH:20][CH2:21][C:22]2[CH:27]=[CH:26][CH:25]=[CH:24][CH:23]=2)[C:15]2[C:10](=[CH:11][CH:12]=[CH:13][CH:14]=2)[N:9]=1)=[O:6].[OH-].[K+].C(O)(=O)C.C(=O)([O-])O.[Na+]. Product: [CH3:1][C:2]1[CH:3]=[C:4]([CH:37]=[CH:38][CH:39]=1)[C:5]([NH:7][C:8]1[C:17]([C:18]#[N:19])=[C:16]([NH:20][CH2:21][C:22]2[CH:23]=[CH:24][CH:25]=[CH:26][CH:27]=2)[C:15]2[C:10](=[CH:11][CH:12]=[CH:13][CH:14]=2)[N:9]=1)=[O:6]. The catalyst class is: 10. (5) Reactant: [NH2:1][CH2:2][CH2:3][CH2:4][CH2:5][CH2:6][O:7][C@@H:8]1[C@H:12]([OH:13])[C@@H:11]([CH2:14][O:15][C:16]([C:33]2[CH:38]=[CH:37][CH:36]=[CH:35][CH:34]=2)([C:25]2[CH:30]=[CH:29][C:28]([O:31][CH3:32])=[CH:27][CH:26]=2)[C:17]2[CH:22]=[CH:21][C:20]([O:23][CH3:24])=[CH:19][CH:18]=2)[O:10][C@H:9]1[N:39]1[C:48]2[N:47]=[CH:46][N:45]=[C:43]([NH2:44])[C:42]=2[N:41]=[CH:40]1.[C:49]([CH2:51][CH2:52][O:53][C:54](ON1C(=O)CCC1=O)=[O:55])#[N:50]. Product: [C:49]([CH2:51][CH2:52][O:53][C:54]([NH:1][CH2:2][CH2:3][CH2:4][CH2:5][CH2:6][O:7][C@@H:8]1[C@H:12]([OH:13])[C@@H:11]([CH2:14][O:15][C:16]([C:33]2[CH:38]=[CH:37][CH:36]=[CH:35][CH:34]=2)([C:25]2[CH:26]=[CH:27][C:28]([O:31][CH3:32])=[CH:29][CH:30]=2)[C:17]2[CH:18]=[CH:19][C:20]([O:23][CH3:24])=[CH:21][CH:22]=2)[O:10][C@H:9]1[N:39]1[C:48]2[N:47]=[CH:46][N:45]=[C:43]([NH2:44])[C:42]=2[N:41]=[CH:40]1)=[O:55])#[N:50]. The catalyst class is: 210. (6) Reactant: Cl.[Cl:2][C:3]1[C:8]([Cl:9])=[CH:7][CH:6]=[CH:5][C:4]=1[N:10]1[CH2:15][CH2:14][NH:13][CH2:12][CH2:11]1.[Br:16][C:17]1[CH:22]=[CH:21][C:20]([CH2:23]Br)=[CH:19][CH:18]=1.C(N(CC)CC)C. Product: [Br:16][C:17]1[CH:22]=[CH:21][C:20]([CH2:23][N:13]2[CH2:14][CH2:15][N:10]([C:4]3[CH:5]=[CH:6][CH:7]=[C:8]([Cl:9])[C:3]=3[Cl:2])[CH2:11][CH2:12]2)=[CH:19][CH:18]=1. The catalyst class is: 144.